Task: Predict the reaction yield, written as a fraction of the theoretical maximum amount of product (1.0 means a 100% yield; for example, 0.34 means a 34% yield).. Dataset: Reaction yield outcomes from USPTO patents with 853,638 reactions (1) The reactants are CCN(C(C)C)C(C)C.[CH3:10][O:11][C:12]1[CH:13]=[CH:14][CH:15]=[C:16]2[C:21]=1[O:20][C:19](=[O:22])[C:18]([C:23]([OH:25])=O)=[CH:17]2.CN(C(ON1N=NC2C=CC=NC1=2)=[N+](C)C)C.F[P-](F)(F)(F)(F)F.[NH:50]1[CH:54]=[C:53]([C:55]2[CH:56]=[C:57]([NH2:61])[CH:58]=[CH:59][CH:60]=2)[CH:52]=[N:51]1. The catalyst is CN(C=O)C. The product is [NH:50]1[CH:54]=[C:53]([C:55]2[CH:56]=[C:57]([NH:61][C:23]([C:18]3[C:19](=[O:22])[O:20][C:21]4[C:16]([CH:17]=3)=[CH:15][CH:14]=[CH:13][C:12]=4[O:11][CH3:10])=[O:25])[CH:58]=[CH:59][CH:60]=2)[CH:52]=[N:51]1. The yield is 0.240. (2) The reactants are C[O:2][C:3](=O)[C:4]1[C:9]([Cl:10])=[CH:8][C:7]([Cl:11])=[CH:6][C:5]=1[NH:12][C:13](=[O:30])[CH:14]([C:16]1[CH:21]=[CH:20][CH:19]=[C:18]([O:22][CH2:23][C:24]2[CH:29]=[CH:28][CH:27]=[CH:26][CH:25]=2)[CH:17]=1)[CH3:15].[Li+].C[Si]([N-][Si](C)(C)C)(C)C.CCCCCC. The catalyst is CCOC(C)=O. The product is [CH2:23]([O:22][C:18]1[CH:17]=[C:16]([C:14]2([CH3:15])[C:3](=[O:2])[C:4]3[C:5](=[CH:6][C:7]([Cl:11])=[CH:8][C:9]=3[Cl:10])[NH:12][C:13]2=[O:30])[CH:21]=[CH:20][CH:19]=1)[C:24]1[CH:25]=[CH:26][CH:27]=[CH:28][CH:29]=1. The yield is 0.710. (3) The product is [C:14]1([N:9]2[CH:10]=[CH:11][C:12](=[O:13])[C:7]([C:5]3[N:21]([C:23]4[CH:28]=[CH:27][N:26]=[CH:25][CH:24]=4)[N:2]=[CH:3][CH:4]=3)=[N:8]2)[CH:19]=[CH:18][CH:17]=[CH:16][CH:15]=1. No catalyst specified. The yield is 0.110. The reactants are C[N:2](C)/[CH:3]=[CH:4]/[C:5]([C:7]1[C:12](=[O:13])[CH:11]=[CH:10][N:9]([C:14]2[CH:19]=[CH:18][CH:17]=[CH:16][CH:15]=2)[N:8]=1)=O.[NH:21]([C:23]1[CH:28]=[CH:27][N:26]=[CH:25][CH:24]=1)N. (4) The reactants are [Cl:1][C:2]1[C:7]([C:8]([OH:10])=[O:9])=[CH:6][CH:5]=[CH:4][N:3]=1.S(Cl)(Cl)=O.[CH:15]1C=CC=C[CH:16]=1. The catalyst is C(O)C. The product is [CH2:15]([O:9][C:8](=[O:10])[C:7]1[CH:6]=[CH:5][CH:4]=[N:3][C:2]=1[Cl:1])[CH3:16]. The yield is 0.720. (5) The reactants are C([N:3](CC)CC)C.[C:8](Cl)(=[O:11])[CH:9]=[CH2:10].[C:13](Cl)(=[O:17])[C:14](C)=[CH2:15]. No catalyst specified. The product is [CH2:10]=[CH:9][C:8]([NH:3][C:13]([CH:14]=[CH2:15])=[O:17])=[O:11]. The yield is 0.750. (6) The reactants are [CH2:1]([O:8][C:9]1[C:14](C=O)=[CH:13][CH:12]=[CH:11][C:10]=1[C:17]1[C:22]([Cl:23])=[CH:21][CH:20]=[CH:19][C:18]=1[Cl:24])[C:2]1[CH:7]=[CH:6][CH:5]=[CH:4][CH:3]=1.C1C=C(Cl)C=C(C(OO)=[O:33])C=1.[OH-].[Na+].Cl. The catalyst is C(Cl)Cl.CO. The product is [CH2:1]([O:8][C:9]1[C:14]([OH:33])=[CH:13][CH:12]=[CH:11][C:10]=1[C:17]1[C:22]([Cl:23])=[CH:21][CH:20]=[CH:19][C:18]=1[Cl:24])[C:2]1[CH:3]=[CH:4][CH:5]=[CH:6][CH:7]=1. The yield is 0.750. (7) The reactants are C[O:2][C:3](=[O:37])[CH2:4][CH2:5][C:6]1[CH:11]=[CH:10][C:9]([S:12]([NH:15][C:16]2[C:25]([NH:26][C:27]3[CH:32]=[C:31]([O:33][CH3:34])[CH:30]=[C:29]([O:35][CH3:36])[CH:28]=3)=[N:24][C:23]3[C:18](=[CH:19][CH:20]=[CH:21][CH:22]=3)[N:17]=2)(=[O:14])=[O:13])=[CH:8][CH:7]=1.O.[OH-].[Li+].O.Cl. The catalyst is C1COCC1. The product is [CH3:36][O:35][C:29]1[CH:28]=[C:27]([NH:26][C:25]2[C:16]([NH:15][S:12]([C:9]3[CH:10]=[CH:11][C:6]([CH2:5][CH2:4][C:3]([OH:37])=[O:2])=[CH:7][CH:8]=3)(=[O:14])=[O:13])=[N:17][C:18]3[C:23]([N:24]=2)=[CH:22][CH:21]=[CH:20][CH:19]=3)[CH:32]=[C:31]([O:33][CH3:34])[CH:30]=1. The yield is 0.780.